Predict the reactants needed to synthesize the given product. From a dataset of Full USPTO retrosynthesis dataset with 1.9M reactions from patents (1976-2016). (1) Given the product [Cl:24][C:20]1[C:19]([F:25])=[C:18]([C@@H:17]2[C@:16]([C:28]3[CH:33]=[CH:32][C:31]([Cl:34])=[CH:30][C:29]=3[F:35])([C:26]#[N:27])[C@H:15]([CH2:36][C:37]([CH3:40])([CH3:39])[CH3:38])[N:14]([CH3:41])[C@H:13]2[C:11]([NH:10][C:8]2[CH:9]=[C:5]([C:3]([OH:4])=[O:2])[N:6]([CH2:42][CH3:43])[CH:7]=2)=[O:12])[CH:23]=[CH:22][CH:21]=1, predict the reactants needed to synthesize it. The reactants are: C[O:2][C:3]([C:5]1[N:6]([CH2:42][CH3:43])[CH:7]=[C:8]([NH:10][C:11]([C@H:13]2[C@H:17]([C:18]3[CH:23]=[CH:22][CH:21]=[C:20]([Cl:24])[C:19]=3[F:25])[C@:16]([C:28]3[CH:33]=[CH:32][C:31]([Cl:34])=[CH:30][C:29]=3[F:35])([C:26]#[N:27])[C@H:15]([CH2:36][C:37]([CH3:40])([CH3:39])[CH3:38])[N:14]2[CH3:41])=[O:12])[CH:9]=1)=[O:4].[Li+].[OH-]. (2) Given the product [C:28]([C:21]1[CH:22]=[CH:23][C:24]([O:27][CH2:31][CH2:32][CH2:8][CH2:9][O:10][C:11]2[CH:18]=[CH:17][C:14]([C:15]#[N:16])=[CH:13][CH:12]=2)=[C:25]([CH3:26])[C:20]=1[OH:19])(=[O:30])[CH3:29], predict the reactants needed to synthesize it. The reactants are: C(=O)([O-])[O-].[K+].[K+].Br[CH2:8][CH2:9][O:10][C:11]1[CH:18]=[CH:17][C:14]([C:15]#[N:16])=[CH:13][CH:12]=1.[OH:19][C:20]1[C:25]([CH3:26])=[C:24]([OH:27])[CH:23]=[CH:22][C:21]=1[C:28](=[O:30])[CH3:29].[CH3:31][C:32](C)=O. (3) Given the product [Br:8][C:6]1[CH:5]=[CH:4][N:3]=[C:2]([CH2:1][C:9]([O:10][CH2:11][CH3:12])=[O:13])[CH:7]=1, predict the reactants needed to synthesize it. The reactants are: [CH3:1][C:2]1[CH:7]=[C:6]([Br:8])[CH:5]=[CH:4][N:3]=1.[C:9](=O)([O:13]CC)[O:10][CH2:11][CH3:12].